Dataset: Reaction yield outcomes from USPTO patents with 853,638 reactions. Task: Predict the reaction yield, written as a fraction of the theoretical maximum amount of product (1.0 means a 100% yield; for example, 0.34 means a 34% yield). (1) The reactants are [C:1]([C:5]1[CH:6]=[C:7]2[C:12](=[C:13]([F:15])[CH:14]=1)[C:11](=[O:16])[N:10]([C:17]1[C:18]([CH2:34][OH:35])=[C:19]([N:23]3[C:27]4[N:28]=[CH:29][N:30]=[CH:31][C:26]=4[C:25]([C:32]#[N:33])=[CH:24]3)[CH:20]=[CH:21][CH:22]=1)[N:9]=[CH:8]2)([CH3:4])([CH3:3])[CH3:2].C([OH:38])C.O. The catalyst is C(Cl)Cl. The product is [C:1]([C:5]1[CH:6]=[C:7]2[C:12](=[C:13]([F:15])[CH:14]=1)[C:11](=[O:16])[N:10]([C:17]1[C:18]([CH2:34][OH:35])=[C:19]([N:23]3[C:27]4[N:28]=[CH:29][N:30]=[CH:31][C:26]=4[C:25]([C:32]([NH2:33])=[O:38])=[CH:24]3)[CH:20]=[CH:21][CH:22]=1)[N:9]=[CH:8]2)([CH3:4])([CH3:2])[CH3:3]. The yield is 0.660. (2) The reactants are [CH:1]1[C:10]2[C:5](=[CH:6][CH:7]=[CH:8][CH:9]=2)[CH:4]=[CH:3][C:2]=1[OH:11].Br[CH2:13][C:14]([OH:16])=[O:15]. The catalyst is CC(CC)=O. The product is [CH:1]1[C:10]2[C:5](=[CH:6][CH:7]=[CH:8][CH:9]=2)[CH:4]=[CH:3][C:2]=1[O:11][CH2:13][C:14]([OH:16])=[O:15]. The yield is 0.720. (3) The reactants are [CH:1]1[C:10]2[C:5](=[CH:6][CH:7]=[CH:8][CH:9]=2)[CH:4]=[C:3]([C:11](O)=O)[N:2]=1.Cl.CN[O:17][CH3:18].C[CH2:20][N:21]=[C:22]=NCCCN(C)C.C(N(CC)CC)C.[OH2:37]. The catalyst is ClCCl. The product is [CH3:18][O:17][N:21]([CH3:22])[C:20]([CH2:11][C:3]1[N:2]=[CH:1][C:10]2[C:5]([CH:4]=1)=[CH:6][CH:7]=[CH:8][CH:9]=2)=[O:37]. The yield is 0.670.